Regression. Given a peptide amino acid sequence and an MHC pseudo amino acid sequence, predict their binding affinity value. This is MHC class I binding data. From a dataset of Peptide-MHC class I binding affinity with 185,985 pairs from IEDB/IMGT. (1) The peptide sequence is IFDDLQGSL. The MHC is HLA-B48:01 with pseudo-sequence HLA-B48:01. The binding affinity (normalized) is 0.0847. (2) The peptide sequence is SMASLKSLY. The MHC is HLA-A33:01 with pseudo-sequence HLA-A33:01. The binding affinity (normalized) is 0.105. (3) The peptide sequence is ASSEPHCAL. The MHC is HLA-A80:01 with pseudo-sequence HLA-A80:01. The binding affinity (normalized) is 0.0847. (4) The peptide sequence is DLKRIGASL. The MHC is HLA-A02:11 with pseudo-sequence HLA-A02:11. The binding affinity (normalized) is 0.0847. (5) The peptide sequence is MFVSRVPAK. The MHC is HLA-A03:01 with pseudo-sequence HLA-A03:01. The binding affinity (normalized) is 0.374. (6) The peptide sequence is FKVRPQVPL. The MHC is H-2-Ld with pseudo-sequence H-2-Ld. The binding affinity (normalized) is 0.